From a dataset of Reaction yield outcomes from USPTO patents with 853,638 reactions. Predict the reaction yield, written as a fraction of the theoretical maximum amount of product (1.0 means a 100% yield; for example, 0.34 means a 34% yield). (1) The reactants are [OH:1][C:2]1[CH:11]=[CH:10][C:5]([C:6]([O:8][CH3:9])=[O:7])=[CH:4][CH:3]=1.Cl[CH2:13][C:14]1[CH:23]=[CH:22][C:21]2[C:16](=[CH:17][CH:18]=[CH:19][CH:20]=2)[N:15]=1. No catalyst specified. The product is [N:15]1[C:16]2[C:21](=[CH:20][CH:19]=[CH:18][CH:17]=2)[CH:22]=[CH:23][C:14]=1[CH2:13][O:1][C:2]1[CH:3]=[CH:4][C:5]([C:6]([O:8][CH3:9])=[O:7])=[CH:10][CH:11]=1. The yield is 0.880. (2) The reactants are [CH3:1][N:2]([S:15]([C:18]1[CH:23]=[CH:22][CH:21]=[CH:20][C:19]=1[C:24]([F:27])([F:26])[F:25])(=[O:17])=[O:16])[C:3]1[CH:4]=[CH:5][CH:6]=[C:7]2[C:11]=1[NH:10][C:9]([C:12](=[S:14])[NH2:13])=[CH:8]2.[C:28]([O:33][CH2:34][CH3:35])(=[O:32])[C:29]#[C:30][CH3:31].C(P(CCCC)CCCC)CCC.C1(C)C=CC=CC=1. The catalyst is O1CCCC1. The product is [CH3:1][N:2]([S:15]([C:18]1[CH:23]=[CH:22][CH:21]=[CH:20][C:19]=1[C:24]([F:27])([F:25])[F:26])(=[O:17])=[O:16])[C:3]1[CH:4]=[CH:5][CH:6]=[C:7]2[C:11]=1[NH:10][C:9]([C:12]1[S:14][CH:30]([CH2:29][C:28]([O:33][CH2:34][CH3:35])=[O:32])[CH2:31][N:13]=1)=[CH:8]2. The yield is 0.570. (3) The reactants are [S:1]1[C:5]2[CH:6]=[CH:7][CH:8]=[CH:9][C:4]=2[C:3]([CH2:10][N:11]2[C:15]3[CH:16]=[CH:17][C:18]([O:20][CH3:21])=[CH:19][C:14]=3[N:13]=[C:12]2[SH:22])=[CH:2]1.C(=O)([O-])[O-].[K+].[K+].[CH2:29]([O:31][C:32](=[O:37])[CH2:33][CH2:34][CH2:35]Br)[CH3:30]. The catalyst is CN(C)C=O. The product is [CH2:29]([O:31][C:32](=[O:37])[CH2:33][CH2:34][CH2:35][S:22][C:12]1[N:11]([CH2:10][C:3]2[C:4]3[CH:9]=[CH:8][CH:7]=[CH:6][C:5]=3[S:1][CH:2]=2)[C:15]2[CH:16]=[CH:17][C:18]([O:20][CH3:21])=[CH:19][C:14]=2[N:13]=1)[CH3:30]. The yield is 0.450. (4) The reactants are [CH2:1]([N:3]([CH2:25][CH3:26])[C:4]([C:6]1[CH:11]=[CH:10][C:9]([CH:12]([C:17]2[CH:22]=[CH:21][CH:20]=[C:19]([O:23][CH3:24])[CH:18]=2)[CH2:13][C:14](O)=[O:15])=[CH:8][CH:7]=1)=[O:5])[CH3:2].C(N(CC)CC)C.ClC(OCC(C)C)=O. The catalyst is C(COC)OC. The product is [CH2:25]([N:3]([CH2:1][CH3:2])[C:4]([C:6]1[CH:7]=[CH:8][C:9]([CH:12]([C:17]2[CH:22]=[CH:21][CH:20]=[C:19]([O:23][CH3:24])[CH:18]=2)[CH2:13][CH2:14][OH:15])=[CH:10][CH:11]=1)=[O:5])[CH3:26]. The yield is 0.880.